Dataset: Full USPTO retrosynthesis dataset with 1.9M reactions from patents (1976-2016). Task: Predict the reactants needed to synthesize the given product. Given the product [CH3:8][O:9][C:10]([C:12]1[C:13]([C:19]([F:22])([F:21])[F:20])=[N:14][C:15]([N:35]2[CH2:36][CH2:37][N:32]([C:27]3[N:26]=[N:25][C:24]([Cl:23])=[C:29]([CH3:30])[C:28]=3[CH3:31])[CH2:33][C@H:34]2[CH3:38])=[N:16][CH:17]=1)=[O:11], predict the reactants needed to synthesize it. The reactants are: C(N(CC)CC)C.[CH3:8][O:9][C:10]([C:12]1[C:13]([C:19]([F:22])([F:21])[F:20])=[N:14][C:15](Cl)=[N:16][CH:17]=1)=[O:11].[Cl:23][C:24]1[N:25]=[N:26][C:27]([N:32]2[CH2:37][CH2:36][NH:35][C@H:34]([CH3:38])[CH2:33]2)=[C:28]([CH3:31])[C:29]=1[CH3:30].